Dataset: NCI-60 drug combinations with 297,098 pairs across 59 cell lines. Task: Regression. Given two drug SMILES strings and cell line genomic features, predict the synergy score measuring deviation from expected non-interaction effect. (1) Drug 1: C1=CC(=CC=C1CC(C(=O)O)N)N(CCCl)CCCl.Cl. Drug 2: CC1=C(C(=CC=C1)Cl)NC(=O)C2=CN=C(S2)NC3=CC(=NC(=N3)C)N4CCN(CC4)CCO. Cell line: MDA-MB-231. Synergy scores: CSS=25.7, Synergy_ZIP=-5.11, Synergy_Bliss=5.33, Synergy_Loewe=-1.68, Synergy_HSA=6.53. (2) Drug 1: C1=NC2=C(N1)C(=S)N=C(N2)N. Drug 2: CC1C(C(=O)NC(C(=O)N2CCCC2C(=O)N(CC(=O)N(C(C(=O)O1)C(C)C)C)C)C(C)C)NC(=O)C3=C4C(=C(C=C3)C)OC5=C(C(=O)C(=C(C5=N4)C(=O)NC6C(OC(=O)C(N(C(=O)CN(C(=O)C7CCCN7C(=O)C(NC6=O)C(C)C)C)C)C(C)C)C)N)C. Cell line: HCC-2998. Synergy scores: CSS=20.9, Synergy_ZIP=0.203, Synergy_Bliss=2.43, Synergy_Loewe=2.39, Synergy_HSA=2.50. (3) Drug 1: C1=CN(C=N1)CC(O)(P(=O)(O)O)P(=O)(O)O. Drug 2: CN(C(=O)NC(C=O)C(C(C(CO)O)O)O)N=O. Cell line: LOX IMVI. Synergy scores: CSS=-6.74, Synergy_ZIP=1.17, Synergy_Bliss=-1.74, Synergy_Loewe=-6.12, Synergy_HSA=-6.69. (4) Synergy scores: CSS=43.0, Synergy_ZIP=-4.18, Synergy_Bliss=-5.98, Synergy_Loewe=-6.43, Synergy_HSA=-5.41. Drug 2: CC1C(C(CC(O1)OC2CC(CC3=C2C(=C4C(=C3O)C(=O)C5=CC=CC=C5C4=O)O)(C(=O)C)O)N)O. Cell line: MOLT-4. Drug 1: CCC1=CC2CC(C3=C(CN(C2)C1)C4=CC=CC=C4N3)(C5=C(C=C6C(=C5)C78CCN9C7C(C=CC9)(C(C(C8N6C)(C(=O)OC)O)OC(=O)C)CC)OC)C(=O)OC.C(C(C(=O)O)O)(C(=O)O)O. (5) Drug 1: CC=C1C(=O)NC(C(=O)OC2CC(=O)NC(C(=O)NC(CSSCCC=C2)C(=O)N1)C(C)C)C(C)C. Drug 2: C1CN1C2=NC(=NC(=N2)N3CC3)N4CC4. Cell line: RXF 393. Synergy scores: CSS=40.7, Synergy_ZIP=2.84, Synergy_Bliss=3.21, Synergy_Loewe=-16.7, Synergy_HSA=5.29. (6) Drug 1: CCC(=C(C1=CC=CC=C1)C2=CC=C(C=C2)OCCN(C)C)C3=CC=CC=C3.C(C(=O)O)C(CC(=O)O)(C(=O)O)O. Drug 2: CC1=C(C=C(C=C1)NC(=O)C2=CC=C(C=C2)CN3CCN(CC3)C)NC4=NC=CC(=N4)C5=CN=CC=C5. Cell line: SF-268. Synergy scores: CSS=12.1, Synergy_ZIP=-1.57, Synergy_Bliss=1.98, Synergy_Loewe=2.35, Synergy_HSA=3.29. (7) Drug 1: CC(CN1CC(=O)NC(=O)C1)N2CC(=O)NC(=O)C2. Drug 2: CN(C)C1=NC(=NC(=N1)N(C)C)N(C)C. Cell line: HCT116. Synergy scores: CSS=30.2, Synergy_ZIP=1.70, Synergy_Bliss=-1.26, Synergy_Loewe=-14.0, Synergy_HSA=-1.03. (8) Drug 1: C1CC(C1)(C(=O)O)C(=O)O.[NH2-].[NH2-].[Pt+2]. Drug 2: COCCOC1=C(C=C2C(=C1)C(=NC=N2)NC3=CC=CC(=C3)C#C)OCCOC.Cl. Cell line: IGROV1. Synergy scores: CSS=21.2, Synergy_ZIP=2.41, Synergy_Bliss=4.88, Synergy_Loewe=3.26, Synergy_HSA=8.47. (9) Drug 1: CC(C)(C#N)C1=CC(=CC(=C1)CN2C=NC=N2)C(C)(C)C#N. Drug 2: CCCCCOC(=O)NC1=NC(=O)N(C=C1F)C2C(C(C(O2)C)O)O. Cell line: MDA-MB-231. Synergy scores: CSS=-16.2, Synergy_ZIP=8.40, Synergy_Bliss=-0.848, Synergy_Loewe=-17.1, Synergy_HSA=-16.8. (10) Drug 1: CC(C1=C(C=CC(=C1Cl)F)Cl)OC2=C(N=CC(=C2)C3=CN(N=C3)C4CCNCC4)N. Drug 2: CC1=C(N=C(N=C1N)C(CC(=O)N)NCC(C(=O)N)N)C(=O)NC(C(C2=CN=CN2)OC3C(C(C(C(O3)CO)O)O)OC4C(C(C(C(O4)CO)O)OC(=O)N)O)C(=O)NC(C)C(C(C)C(=O)NC(C(C)O)C(=O)NCCC5=NC(=CS5)C6=NC(=CS6)C(=O)NCCC[S+](C)C)O. Cell line: A549. Synergy scores: CSS=14.9, Synergy_ZIP=-10.0, Synergy_Bliss=-11.8, Synergy_Loewe=-10.3, Synergy_HSA=-10.00.